This data is from Catalyst prediction with 721,799 reactions and 888 catalyst types from USPTO. The task is: Predict which catalyst facilitates the given reaction. (1) Reactant: [CH3:1][O:2][C:3]1[CH:4]=[C:5]2[C:10](=[CH:11][C:12]=1[O:13][CH3:14])[N:9]=[CH:8][CH:7]=[C:6]2[O:15][C:16]1[CH:21]=[CH:20][C:19]([C:22]2[C:23](=[O:30])[N:24]([CH3:29])[C:25](O)=[N:26][CH:27]=2)=[CH:18][C:17]=1[F:31].CN(C)C1C=CC=CC=1.[Cl-:41]. Product: [Cl:41][C:25]1[N:24]([CH3:29])[C:23](=[O:30])[C:22]([C:19]2[CH:20]=[CH:21][C:16]([O:15][C:6]3[C:5]4[C:10](=[CH:11][C:12]([O:13][CH3:14])=[C:3]([O:2][CH3:1])[CH:4]=4)[N:9]=[CH:8][CH:7]=3)=[C:17]([F:31])[CH:18]=2)=[CH:27][N:26]=1. The catalyst class is: 265. (2) Reactant: [OH:1][C:2]1[CH:17]=[CH:16][C:5]([C:6]([O:8][CH2:9][C:10]2[CH:15]=[CH:14][CH:13]=[CH:12][CH:11]=2)=[O:7])=[C:4]([CH3:18])[CH:3]=1.ClS([N:23]=[C:24]=[O:25])(=O)=O. Product: [NH2:23][C:24]([O:1][C:2]1[CH:17]=[CH:16][C:5]([C:6]([O:8][CH2:9][C:10]2[CH:15]=[CH:14][CH:13]=[CH:12][CH:11]=2)=[O:7])=[C:4]([CH3:18])[CH:3]=1)=[O:25]. The catalyst class is: 4.